This data is from Reaction yield outcomes from USPTO patents with 853,638 reactions. The task is: Predict the reaction yield, written as a fraction of the theoretical maximum amount of product (1.0 means a 100% yield; for example, 0.34 means a 34% yield). The reactants are FC(F)(F)C(O)=O.[NH2:8][CH2:9][C:10]1[N:15]=[C:14]([C:16]2[S:17][C:18]3[CH:26]=[CH:25][CH:24]=[CH:23][C:19]=3[C:20](=[O:22])[N:21]=2)[CH:13]=[CH:12][CH:11]=1.C(=O)([O-])[O-].[K+].[K+].[CH3:33][N:34]([CH3:38])[C:35](Cl)=[O:36]. No catalyst specified. The product is [CH3:33][N:34]([CH3:38])[C:35]([NH:8][CH2:9][C:10]1[CH:11]=[CH:12][CH:13]=[C:14]([C:16]2[S:17][C:18]3[CH:26]=[CH:25][CH:24]=[CH:23][C:19]=3[C:20](=[O:22])[N:21]=2)[N:15]=1)=[O:36]. The yield is 0.680.